Dataset: Peptide-MHC class II binding affinity with 134,281 pairs from IEDB. Task: Regression. Given a peptide amino acid sequence and an MHC pseudo amino acid sequence, predict their binding affinity value. This is MHC class II binding data. The peptide sequence is IFKISKTVSEGAVDI. The MHC is DRB1_0401 with pseudo-sequence DRB1_0401. The binding affinity (normalized) is 0.377.